This data is from Full USPTO retrosynthesis dataset with 1.9M reactions from patents (1976-2016). The task is: Predict the reactants needed to synthesize the given product. (1) Given the product [CH3:11][C:10]1[C:4]([N+:1]([O-:3])=[O:2])=[C:5]([CH:7]=[CH:8][CH:9]=1)[NH:6][C:13]1[CH:18]=[CH:17][C:16]([CH2:19][CH2:20][OH:21])=[CH:15][CH:14]=1, predict the reactants needed to synthesize it. The reactants are: [N+:1]([C:4]1[C:10]([CH3:11])=[CH:9][CH:8]=[CH:7][C:5]=1[NH2:6])([O-:3])=[O:2].Br[C:13]1[CH:18]=[CH:17][C:16]([CH2:19][CH2:20][OH:21])=[CH:15][CH:14]=1.C([O-])([O-])=O.[K+].[K+]. (2) Given the product [NH:13]1[C:21]2[C:16](=[CH:17][C:18]([C:9]3[C:10]4[C:5](=[CH:4][CH:3]=[C:2]([C:18]5[CH:17]=[C:16]6[C:21](=[CH:20][CH:19]=5)[NH:13][CH:14]=[CH:15]6)[CH:11]=4)[CH:6]=[CH:7][N:8]=3)=[CH:19][CH:20]=2)[CH:15]=[CH:14]1, predict the reactants needed to synthesize it. The reactants are: Br[C:2]1[CH:11]=[C:10]2[C:5]([CH:6]=[CH:7][N:8]=[C:9]2Cl)=[CH:4][CH:3]=1.[NH:13]1[C:21]2[C:16](=[CH:17][C:18](B(O)O)=[CH:19][CH:20]=2)[CH:15]=[CH:14]1.C(=O)([O-])[O-].[K+].[K+]. (3) Given the product [CH3:23][C:8]1([C:4]2[CH:3]=[C:2]([CH:7]=[CH:6][CH:5]=2)[C:24]#[N:25])[CH:13]2[CH:9]1[CH2:10][N:11]([CH2:14][CH2:15][CH2:16][C:17]1[CH:22]=[CH:21][CH:20]=[CH:19][CH:18]=1)[CH2:12]2, predict the reactants needed to synthesize it. The reactants are: I[C:2]1[CH:3]=[C:4]([C:8]2([CH3:23])[CH:13]3[CH:9]2[CH2:10][N:11]([CH2:14][CH2:15][CH2:16][C:17]2[CH:22]=[CH:21][CH:20]=[CH:19][CH:18]=2)[CH2:12]3)[CH:5]=[CH:6][CH:7]=1.[C-:24]#[N:25].[K+]. (4) Given the product [Cl:17][C:18]1[N:23]=[C:22]([NH:2][C:3]2[CH:8]=[CH:7][CH:6]=[CH:5][C:4]=2[C:9](=[O:11])[CH3:10])[C:21]([Cl:25])=[CH:20][N:19]=1, predict the reactants needed to synthesize it. The reactants are: Cl.[NH2:2][C:3]1[CH:8]=[CH:7][CH:6]=[CH:5][C:4]=1[C:9](=[O:11])[CH3:10].C([O-])(O)=O.[Na+].[Cl:17][C:18]1[N:23]=[C:22](Cl)[C:21]([Cl:25])=[CH:20][N:19]=1. (5) Given the product [F:9][C:10]1[CH:11]=[C:12]([C:17]2[N:8]3[CH2:7][CH2:6][CH2:5][CH2:4][C:3]3=[C:20]([C:19]([OH:22])=[O:18])[N:21]=2)[CH:13]=[CH:14][C:15]=1[F:16], predict the reactants needed to synthesize it. The reactants are: CO[C:3]1[CH2:4][CH2:5][CH2:6][CH2:7][N:8]=1.[F:9][C:10]1[CH:11]=[C:12]([C:17]2[O:18][C:19](=[O:22])[CH2:20][N:21]=2)[CH:13]=[CH:14][C:15]=1[F:16].O.[OH-].[Li+].